This data is from Forward reaction prediction with 1.9M reactions from USPTO patents (1976-2016). The task is: Predict the product of the given reaction. (1) Given the reactants [CH3:1][O:2][C:3]1[CH:8]=[CH:7][C:6]([CH2:9][CH2:10][CH2:11][CH2:12][OH:13])=[CH:5][CH:4]=1.CCN(CC)CC.[CH3:21][S:22](Cl)(=[O:24])=[O:23], predict the reaction product. The product is: [CH3:21][S:22]([O:13][CH2:12][CH2:11][CH2:10][CH2:9][C:6]1[CH:7]=[CH:8][C:3]([O:2][CH3:1])=[CH:4][CH:5]=1)(=[O:24])=[O:23]. (2) Given the reactants [CH3:1][S:2][C:3]1[C:4]2[NH:11][N:10]=[CH:9][C:5]=2[N:6]=[CH:7][N:8]=1.[H-].[Na+].Br[CH2:15][C:16]1[CH:25]=[CH:24][C:19]([C:20]([O:22][CH3:23])=[O:21])=[CH:18][CH:17]=1, predict the reaction product. The product is: [CH3:1][S:2][C:3]1[C:4]2[N:11]([CH2:15][C:16]3[CH:25]=[CH:24][C:19]([C:20]([O:22][CH3:23])=[O:21])=[CH:18][CH:17]=3)[N:10]=[CH:9][C:5]=2[N:6]=[CH:7][N:8]=1.[CH3:1][S:2][C:3]1[C:4]2[C:5](=[CH:9][N:10]([CH2:15][C:16]3[CH:25]=[CH:24][C:19]([C:20]([O:22][CH3:23])=[O:21])=[CH:18][CH:17]=3)[N:11]=2)[N:6]=[CH:7][N:8]=1. (3) Given the reactants [C:1]([CH2:3][C:4]([CH:6]1[CH2:11][CH2:10][CH2:9][CH2:8][NH:7]1)=O)#[N:2].[CH:12]([O:14][CH2:15][C:16]1[CH:21]=[CH:20][CH:19]=[CH:18][CH:17]=1)=[O:13].C(O)C.[CH3:25][NH:26][NH2:27], predict the reaction product. The product is: [CH3:25][N:26]1[C:1]([NH2:2])=[CH:3][C:4]([CH:6]2[CH2:11][CH2:10][CH2:9][CH2:8][NH:7]2)=[N:27]1.[CH:12]([O:14][CH2:15][C:16]1[CH:21]=[CH:20][CH:19]=[CH:18][CH:17]=1)=[O:13]. (4) Given the reactants C(OC([N:8]1[CH2:17][CH2:16][C:15]2[C:10](=[CH:11][CH:12]=[C:13]([CH:18]([NH:20][C:21]([O:23][CH3:24])=[O:22])[CH3:19])[CH:14]=2)[CH2:9]1)=O)(C)(C)C.[C:25]([OH:31])([C:27]([F:30])([F:29])[F:28])=[O:26], predict the reaction product. The product is: [F:28][C:27]([F:30])([F:29])[C:25]([OH:31])=[O:26].[CH3:24][O:23][C:21](=[O:22])[NH:20][CH:18]([C:13]1[CH:14]=[C:15]2[C:10](=[CH:11][CH:12]=1)[CH2:9][NH:8][CH2:17][CH2:16]2)[CH3:19].